From a dataset of Forward reaction prediction with 1.9M reactions from USPTO patents (1976-2016). Predict the product of the given reaction. (1) Given the reactants [I:1][C:2]1[CH:6]=[C:5]([CH:7]2[CH2:11][CH2:10][O:9][CH2:8]2)[NH:4][N:3]=1.Br[CH:13]1[CH2:16][C:15](=[O:17])[CH2:14]1.C(=O)([O-])[O-].[K+].[K+].C(OCC)(=O)C, predict the reaction product. The product is: [I:1][C:2]1[CH:6]=[C:5]([CH:7]2[CH2:11][CH2:10][O:9][CH2:8]2)[N:4]([CH:13]2[CH2:16][C:15](=[O:17])[CH2:14]2)[N:3]=1. (2) The product is: [CH:3]1([C:10]#[N:11])[C:4]2[C:9](=[CH:8][CH:7]=[CH:6][CH:5]=2)[CH2:1][CH2:2]1. Given the reactants [CH2:1]1[C:9]2[C:4](=[CH:5][CH:6]=[CH:7][CH:8]=2)[C:3]([C:10]#[N:11])=[CH:2]1, predict the reaction product. (3) Given the reactants [CH2:1]([N:8]1[CH:12]=[C:11]([C:13](OCC)=[O:14])[C:10]([O:18][CH2:19][C:20]2[CH:25]=[CH:24][C:23]([O:26][CH2:27][C:28]3[N:29]=[C:30]([C:34]4[O:35][CH:36]=[CH:37][CH:38]=4)[O:31][C:32]=3[CH3:33])=[C:22]([Cl:39])[CH:21]=2)=[N:9]1)[C:2]1[CH:7]=[CH:6][CH:5]=[CH:4][CH:3]=1.[H-].[Al+3].[Li+].[H-].[H-].[H-].O.O.O.O.O.O.O.O.O.O.S([O-])([O-])(=O)=O.[Na+].[Na+], predict the reaction product. The product is: [CH2:1]([N:8]1[CH:12]=[C:11]([CH2:13][OH:14])[C:10]([O:18][CH2:19][C:20]2[CH:25]=[CH:24][C:23]([O:26][CH2:27][C:28]3[N:29]=[C:30]([C:34]4[O:35][CH:36]=[CH:37][CH:38]=4)[O:31][C:32]=3[CH3:33])=[C:22]([Cl:39])[CH:21]=2)=[N:9]1)[C:2]1[CH:3]=[CH:4][CH:5]=[CH:6][CH:7]=1. (4) The product is: [P:1]([O:13][CH2:14][CH2:15][NH:16][S:17]([C:20]1[CH:37]=[CH:36][C:23]2[C:24]3[CH:25]([CH2:34][Cl:35])[CH2:26][N:27]([C:53]([C:44]4[NH:45][C:46]5[C:42]([CH:43]=4)=[CH:41][C:40]([O:39][CH3:38])=[C:48]([O:49][CH3:50])[C:47]=5[O:51][CH3:52])=[O:54])[C:28]=3[CH:29]=[C:30]([N+:31]([O-:33])=[O:32])[C:22]=2[CH:21]=1)(=[O:19])=[O:18])([O:8][C:9]([CH3:12])([CH3:11])[CH3:10])([O:3][C:4]([CH3:7])([CH3:6])[CH3:5])=[O:2]. Given the reactants [P:1]([O:13][CH2:14][CH2:15][NH:16][S:17]([C:20]1[CH:37]=[CH:36][C:23]2[C:24]3[CH:25]([CH2:34][Cl:35])[CH2:26][NH:27][C:28]=3[CH:29]=[C:30]([N+:31]([O-:33])=[O:32])[C:22]=2[CH:21]=1)(=[O:19])=[O:18])([O:8][C:9]([CH3:12])([CH3:11])[CH3:10])([O:3][C:4]([CH3:7])([CH3:6])[CH3:5])=[O:2].[CH3:38][O:39][C:40]1[CH:41]=[C:42]2[C:46](=[C:47]([O:51][CH3:52])[C:48]=1[O:49][CH3:50])[NH:45][C:44]([C:53](O)=[O:54])=[CH:43]2.CCN=C=NCCCN(C)C.CC1C=CC(S(O)(=O)=O)=CC=1, predict the reaction product. (5) Given the reactants CC([O-])(C)C.[K+].[CH3:7][C:8]1[CH:12]=[C:11]([C:13]([O:15][CH2:16][CH3:17])=[O:14])[NH:10][N:9]=1.[Cl:18][C:19]1[CH:24]=[CH:23][C:22]([CH2:25]Cl)=[CH:21][N:20]=1, predict the reaction product. The product is: [Cl:18][C:19]1[N:20]=[CH:21][C:22]([CH2:25][N:9]2[C:8]([CH3:7])=[CH:12][C:11]([C:13]([O:15][CH2:16][CH3:17])=[O:14])=[N:10]2)=[CH:23][CH:24]=1. (6) Given the reactants [CH3:1][C@H:2]([NH:11][CH3:12])[C@@H:3]([OH:10])[C:4]1[CH:9]=[CH:8][CH:7]=[CH:6][CH:5]=1.C(N(CC)CC)C.[C:20](Cl)(=[O:29])[CH2:21][CH2:22][C:23]1[CH:28]=[CH:27][CH:26]=[CH:25][CH:24]=1, predict the reaction product. The product is: [OH:10][C@@H:3]([C:4]1[CH:9]=[CH:8][CH:7]=[CH:6][CH:5]=1)[C@@H:2]([N:11]([CH3:12])[C:20](=[O:29])[CH2:21][CH2:22][C:23]1[CH:28]=[CH:27][CH:26]=[CH:25][CH:24]=1)[CH3:1].